Dataset: Forward reaction prediction with 1.9M reactions from USPTO patents (1976-2016). Task: Predict the product of the given reaction. (1) Given the reactants C(Cl)(=O)C(Cl)=O.CS(C)=O.[CH2:11]([O:18][C@H:19]1[C@H:24]([O:25][CH2:26][C:27]2[CH:32]=[CH:31][CH:30]=[CH:29][CH:28]=2)[C@@H:23]([O:33][CH2:34][C:35]2[CH:40]=[CH:39][CH:38]=[CH:37][CH:36]=2)[C@@:22]([C:43]2[CH:48]=[CH:47][C:46]([CH3:49])=[C:45]([CH2:50][C:51]3[S:52][C:53]([C:56]4[CH:61]=[CH:60][C:59]([F:62])=[CH:58][CH:57]=4)=[CH:54][CH:55]=3)[CH:44]=2)([O:41][CH3:42])[O:21][C@@H:20]1[CH2:63][OH:64])[C:12]1[CH:17]=[CH:16][CH:15]=[CH:14][CH:13]=1.C(N(CC)CC)C, predict the reaction product. The product is: [CH2:11]([O:18][C@H:19]1[C@H:24]([O:25][CH2:26][C:27]2[CH:28]=[CH:29][CH:30]=[CH:31][CH:32]=2)[C@@H:23]([O:33][CH2:34][C:35]2[CH:40]=[CH:39][CH:38]=[CH:37][CH:36]=2)[C@@:22]([C:43]2[CH:48]=[CH:47][C:46]([CH3:49])=[C:45]([CH2:50][C:51]3[S:52][C:53]([C:56]4[CH:57]=[CH:58][C:59]([F:62])=[CH:60][CH:61]=4)=[CH:54][CH:55]=3)[CH:44]=2)([O:41][CH3:42])[O:21][C@@H:20]1[CH:63]=[O:64])[C:12]1[CH:13]=[CH:14][CH:15]=[CH:16][CH:17]=1. (2) Given the reactants I[CH2:2][CH2:3][CH2:4][CH2:5][CH2:6][CH2:7][CH2:8][CH2:9][CH2:10][CH2:11][CH2:12][CH2:13][CH2:14][CH2:15][CH2:16][C:17]([O:19][CH2:20][CH3:21])=[O:18].[I:22][C:23]1[CH:28]=[CH:27][C:26]([CH2:29][CH2:30]Br)=[CH:25][CH:24]=1, predict the reaction product. The product is: [I:22][C:23]1[CH:28]=[CH:27][C:26]([CH2:29][CH2:30][CH2:2][CH2:3][CH2:4][CH2:5][CH2:6][CH2:7][CH2:8][CH2:9][CH2:10][CH2:11][CH2:12][CH2:13][CH2:14][CH2:15][CH2:16][C:17]([O:19][CH2:20][CH3:21])=[O:18])=[CH:25][CH:24]=1. (3) Given the reactants [Br:1][C:2]1[CH:7]=[CH:6][C:5]([C:8]2O[C:12](=O)[C:11]([C:15]([O:17][CH3:18])=[O:16])=[C:10]([S:19][CH3:20])[CH:9]=2)=[CH:4][CH:3]=1.[C:21]1([N:27]2[CH:35]=[C:34]3[C:29]([CH2:30][CH2:31][CH2:32]C3=O)=[N:28]2)[CH:26]=[CH:25][CH:24]=[CH:23][CH:22]=1.[OH-].[K+].Cl, predict the reaction product. The product is: [Br:1][C:2]1[CH:7]=[CH:6][C:5]([C:8]2[C:32]3[CH2:31][CH2:30][C:29]4[C:34](=[CH:35][N:27]([C:21]5[CH:22]=[CH:23][CH:24]=[CH:25][CH:26]=5)[N:28]=4)[C:12]=3[C:11]([C:15]([O:17][CH3:18])=[O:16])=[C:10]([S:19][CH3:20])[CH:9]=2)=[CH:4][CH:3]=1. (4) Given the reactants O[C:2]1[CH:7]=[CH:6][CH:5]=[CH:4][C:3]=1[CH2:8][CH2:9][CH2:10][NH:11][C:12]1[N:17]=[C:16]([CH3:18])[C:15]([C:19]([NH:21][C@@H:22]([CH2:26][NH:27][C:28]([C:30]2[S:31][CH:32]=[CH:33][CH:34]=2)=[O:29])[C:23]([OH:25])=[O:24])=[O:20])=[C:14]([CH3:35])[N:13]=1.Cl[CH2:37][O:38][C:39](=[O:44])[C:40]([CH3:43])([CH3:42])[CH3:41].C(N(CC)CC)C.CN(C=[O:56])C, predict the reaction product. The product is: [CH3:41][C:40]([CH3:43])([CH3:42])[C:39]([O:38][CH2:37][O:25][C:23](=[O:24])[C@@H:22]([NH:21][C:19]([C:15]1[C:14]([CH3:35])=[N:13][C:12]([NH:11][CH2:10][CH2:9][CH2:8][C:3]2[CH:4]=[CH:5][CH:6]=[C:7]([OH:56])[CH:2]=2)=[N:17][C:16]=1[CH3:18])=[O:20])[CH2:26][NH:27][C:28]([C:30]1[S:31][CH:32]=[CH:33][CH:34]=1)=[O:29])=[O:44].